This data is from Reaction yield outcomes from USPTO patents with 853,638 reactions. The task is: Predict the reaction yield, written as a fraction of the theoretical maximum amount of product (1.0 means a 100% yield; for example, 0.34 means a 34% yield). (1) The reactants are [Cl:1][C:2]1[C:3]([OH:10])=[C:4]([CH:7]=[CH:8][CH:9]=1)[CH:5]=O.[CH3:11][C:12](O)=[O:13]. The catalyst is CC(OC(C)=O)=O. The product is [Cl:1][C:2]1[CH:9]=[CH:8][CH:7]=[C:4]2[C:3]=1[O:10][C:12](=[O:13])[CH:11]=[CH:5]2. The yield is 0.880. (2) The reactants are [C:1]([C:5]1[S:9]/[C:8](=[N:10]\[C:11](=[O:21])[C:12]2[CH:17]=[C:16]([Cl:18])[CH:15]=[CH:14][C:13]=2[O:19][CH3:20])/[N:7]([CH2:22][C@@H:23]2[CH2:26][CH2:25][N:24]2C(OC(C)(C)C)=O)[CH:6]=1)([CH3:4])([CH3:3])[CH3:2].FC(F)(F)C(O)=O.CO. The catalyst is C(Cl)Cl. The product is [NH:24]1[CH2:25][CH2:26][C@@H:23]1[CH2:22][N:7]1[CH:6]=[C:5]([C:1]([CH3:4])([CH3:3])[CH3:2])[S:9]/[C:8]/1=[N:10]\[C:11](=[O:21])[C:12]1[CH:17]=[C:16]([Cl:18])[CH:15]=[CH:14][C:13]=1[O:19][CH3:20]. The yield is 0.680. (3) The reactants are [Cl:1][CH2:2][C:3](Cl)=[O:4].[Cl:6][C:7]1[CH:12]=[C:11]([N+:13]([O-:15])=[O:14])[C:10]([O:16][CH3:17])=[CH:9][C:8]=1[CH2:18][CH2:19][NH2:20].C(N(CC)CC)C.O. The catalyst is C(Cl)Cl. The product is [Cl:1][CH2:2][C:3]([NH:20][CH2:19][CH2:18][C:8]1[CH:9]=[C:10]([O:16][CH3:17])[C:11]([N+:13]([O-:15])=[O:14])=[CH:12][C:7]=1[Cl:6])=[O:4]. The yield is 0.760. (4) The reactants are [CH3:1][N:2]1[CH:10]=[C:9]2[C:4]([C:5]([C:12]#[N:13])=[C:6]([CH3:11])[CH:7]=[CH:8]2)=[N:3]1. The catalyst is CO.N.[Ni]. The product is [CH3:1][N:2]1[CH:10]=[C:9]2[C:4]([C:5]([CH2:12][NH2:13])=[C:6]([CH3:11])[CH:7]=[CH:8]2)=[N:3]1. The yield is 1.00. (5) The reactants are [Br:1][C:2]1[CH:9]=[C:8]([F:10])[C:7]([O:11]C)=[CH:6][C:3]=1[CH:4]=[O:5].Br. The catalyst is C(O)(=O)C. The product is [Br:1][C:2]1[CH:9]=[C:8]([F:10])[C:7]([OH:11])=[CH:6][C:3]=1[CH:4]=[O:5]. The yield is 0.640. (6) The reactants are [Cl:1][C:2]1[N:3]=[CH:4][C:5]2[N:6]([CH:8]=[C:9]([C:11]3[CH:12]=[CH:13][C:14]([C:18]([F:21])([F:20])[F:19])=[C:15]([CH:17]=3)[NH2:16])[N:10]=2)[CH:7]=1.C(#N)C.[CH3:25][C:26]([CH3:31])([CH3:30])[C:27](Cl)=[O:28]. The catalyst is N1C=CC=CC=1. The product is [Cl:1][C:2]1[N:3]=[CH:4][C:5]2[N:6]([CH:8]=[C:9]([C:11]3[CH:12]=[CH:13][C:14]([C:18]([F:20])([F:19])[F:21])=[C:15]([NH:16][C:27](=[O:28])[C:26]([CH3:31])([CH3:30])[CH3:25])[CH:17]=3)[N:10]=2)[CH:7]=1. The yield is 0.250.